Predict which catalyst facilitates the given reaction. From a dataset of Catalyst prediction with 721,799 reactions and 888 catalyst types from USPTO. (1) Reactant: Br[C:2]1[CH:7]=[CH:6][CH:5]=[C:4]([CH3:8])[N:3]=1.[Li]CCCC.[CH2:14]([Sn:18](Cl)([CH2:23][CH2:24][CH2:25][CH3:26])[CH2:19][CH2:20][CH2:21][CH3:22])[CH2:15][CH2:16][CH3:17]. Product: [CH3:8][C:4]1[N:3]=[C:2]([Sn:18]([CH2:19][CH2:20][CH2:21][CH3:22])([CH2:23][CH2:24][CH2:25][CH3:26])[CH2:14][CH2:15][CH2:16][CH3:17])[CH:7]=[CH:6][CH:5]=1. The catalyst class is: 1. (2) Reactant: [CH:1]([C:4]1[O:8][N:7]=[C:6]([C@H:9]2[CH2:14][CH2:13][C@H:12]([C:15]([NH:17][CH2:18][CH2:19][NH:20]C(=O)OC(C)(C)C)=[O:16])[CH2:11][CH2:10]2)[N:5]=1)([CH3:3])[CH3:2].[C:28]([OH:34])([C:30]([F:33])([F:32])[F:31])=[O:29]. Product: [F:31][C:30]([F:33])([F:32])[C:28]([OH:34])=[O:29].[NH2:20][CH2:19][CH2:18][NH:17][C:15]([C@H:12]1[CH2:11][CH2:10][C@H:9]([C:6]2[N:5]=[C:4]([CH:1]([CH3:3])[CH3:2])[O:8][N:7]=2)[CH2:14][CH2:13]1)=[O:16]. The catalyst class is: 2. (3) Reactant: [C:1]([O:5][C:6](=[O:15])[CH2:7]/[N:8]=[CH:9]/[CH2:10][C:11]([CH3:14])([CH3:13])[CH3:12])([CH3:4])([CH3:3])[CH3:2].[Cl:16][C:17]1[CH:18]=[C:19](/[CH:24]=[C:25](/[C:28]2[CH:33]=[CH:32][C:31]([Cl:34])=[CH:30][C:29]=2[F:35])\[C:26]#[N:27])[CH:20]=[C:21]([F:23])[CH:22]=1.C(N(CC)CC)C. Product: [C:1]([O:5][C:6]([CH:7]1[CH:24]([C:19]2[CH:20]=[C:21]([F:23])[CH:22]=[C:17]([Cl:16])[CH:18]=2)[C:25]([C:28]2[CH:33]=[CH:32][C:31]([Cl:34])=[CH:30][C:29]=2[F:35])([C:26]#[N:27])[CH:9]([CH2:10][C:11]([CH3:14])([CH3:13])[CH3:12])[NH:8]1)=[O:15])([CH3:4])([CH3:3])[CH3:2]. The catalyst class is: 4.